Dataset: Peptide-MHC class II binding affinity with 134,281 pairs from IEDB. Task: Regression. Given a peptide amino acid sequence and an MHC pseudo amino acid sequence, predict their binding affinity value. This is MHC class II binding data. (1) The peptide sequence is TSLLISWGHYPLHLR. The MHC is DRB1_0802 with pseudo-sequence DRB1_0802. The binding affinity (normalized) is 0.418. (2) The peptide sequence is SQTSYQYLIIQNRTW. The MHC is H-2-IAb with pseudo-sequence H-2-IAb. The binding affinity (normalized) is 0.0445. (3) The MHC is HLA-DQA10501-DQB10201 with pseudo-sequence HLA-DQA10501-DQB10201. The peptide sequence is EAAFTVSSKRNLADA. The binding affinity (normalized) is 0.116. (4) The peptide sequence is DLRAQIAGYLYGVSLQITL. The MHC is H-2-IAb with pseudo-sequence H-2-IAb. The binding affinity (normalized) is 0.